This data is from Catalyst prediction with 721,799 reactions and 888 catalyst types from USPTO. The task is: Predict which catalyst facilitates the given reaction. (1) Reactant: [CH2:1]([S:3][C:4]([CH:6]1[CH2:15][C:14]2[C:9](=[CH:10][CH:11]=[C:12]([C:16]3[CH:21]=[CH:20][C:19]([C:22]([F:25])([F:24])[F:23])=[CH:18][CH:17]=3)[CH:13]=2)[N:8](C(OC(C)(C)C)=O)[C:7]1=[O:33])=[O:5])[CH3:2].FC(F)(F)C(O)=O. Product: [O:33]=[C:7]1[CH:6]([C:4](=[O:5])[S:3][CH2:1][CH3:2])[CH2:15][C:14]2[C:9](=[CH:10][CH:11]=[C:12]([C:16]3[CH:21]=[CH:20][C:19]([C:22]([F:25])([F:23])[F:24])=[CH:18][CH:17]=3)[CH:13]=2)[NH:8]1. The catalyst class is: 4. (2) Reactant: [N:1]1([CH2:6][CH2:7][O:8][C:9]2[CH:18]=[C:17]3[C:12]([C:13](=[O:19])[CH2:14][CH2:15][O:16]3)=[CH:11][CH:10]=2)[CH:5]=[CH:4][N:3]=[CH:2]1.OS(O)(=O)=O.[S:25]1[CH:29]=[CH:28][CH:27]=[C:26]1[CH:30]=O. Product: [N:1]1([CH2:6][CH2:7][O:8][C:9]2[CH:18]=[C:17]3[C:12]([C:13](=[O:19])/[C:14](=[CH:30]/[C:26]4[S:25][CH:29]=[CH:28][CH:27]=4)/[CH2:15][O:16]3)=[CH:11][CH:10]=2)[CH:5]=[CH:4][N:3]=[CH:2]1. The catalyst class is: 313. (3) Reactant: [N:1]1[CH:6]=[CH:5][CH:4]=[CH:3][C:2]=1[C:7]1[S:11][C:10]([C:12]([OH:14])=O)=[CH:9][CH:8]=1.S(Cl)([Cl:17])=O. Product: [N:1]1[CH:6]=[CH:5][CH:4]=[CH:3][C:2]=1[C:7]1[S:11][C:10]([C:12]([Cl:17])=[O:14])=[CH:9][CH:8]=1. The catalyst class is: 11. (4) Reactant: C(N)CN.O1CCOCC1.[Cl:11][C:12]1[CH:17]=[CH:16][C:15]([C@:18]2([CH3:33])[C@H:22]([C:23]3[CH:28]=[CH:27][C:26]([Cl:29])=[C:25]([F:30])[CH:24]=3)[NH:21]S(=O)(=O)[NH:19]2)=[CH:14][N:13]=1. Product: [Cl:29][C:26]1[CH:27]=[CH:28][C:23]([C@@H:22]([NH2:21])[C@:18]([C:15]2[CH:14]=[N:13][C:12]([Cl:11])=[CH:17][CH:16]=2)([NH2:19])[CH3:33])=[CH:24][C:25]=1[F:30]. The catalyst class is: 22. (5) Reactant: Cl[C:2]([C:13]([F:16])([F:15])[F:14])=[C:3]([C:7]1[CH:12]=[CH:11][CH:10]=[CH:9][CH:8]=1)[C:4](=O)[CH3:5].C[S:18][CH2:19][C:20]([O-:22])=[O:21].[CH2:23]1CCN2C(=NCCC2)CC1.[NH4+].[Cl-]. Product: [CH3:5][C:4]1[C:3]([C:7]2[CH:12]=[CH:11][CH:10]=[CH:9][CH:8]=2)=[C:2]([C:13]([F:16])([F:15])[F:14])[S:18][C:19]=1[C:20]([O:22][CH3:23])=[O:21]. The catalyst class is: 23. (6) Reactant: [O:1]=[C:2]1[CH2:7][CH2:6][N:5]([C:8]2[CH:13]=[CH:12][C:11]([N:14]3[CH2:18][C@H:17]([CH2:19][NH:20][C:21](=[O:23])[CH3:22])[O:16][C:15]3=[O:24])=[CH:10][C:9]=2[F:25])[CH2:4][C:3]1([CH3:27])[CH3:26].[CH3:28][Li]. Product: [CH3:26][C:3]1([CH3:27])[C:2]([CH3:28])([OH:1])[CH2:7][CH2:6][N:5]([C:8]2[CH:13]=[CH:12][C:11]([N:14]3[CH2:18][C@H:17]([CH2:19][NH:20][C:21](=[O:23])[CH3:22])[O:16][C:15]3=[O:24])=[CH:10][C:9]=2[F:25])[CH2:4]1. The catalyst class is: 7. (7) Reactant: S(Cl)([Cl:3])=O.[F:5][C:6]([F:16])([F:15])[C:7]1[N:12]=[CH:11][C:10]([CH2:13]O)=[CH:9][CH:8]=1. Product: [Cl:3][CH2:13][C:10]1[CH:9]=[CH:8][C:7]([C:6]([F:16])([F:15])[F:5])=[N:12][CH:11]=1. The catalyst class is: 2. (8) Reactant: [C:1]([O:5][C:6](=[O:20])[CH2:7][N:8]1[C:17]2[C:12](=[C:13]([F:18])[CH:14]=[CH:15][CH:16]=2)[NH:11][CH2:10][C:9]1=[O:19])([CH3:4])([CH3:3])[CH3:2].ClC([O:24][C:25](Cl)(Cl)Cl)=O.C(N(C(C)C)CC)(C)C.[NH2:38][CH2:39][C:40]1[CH:45]=[CH:44][C:43]([C:46]([N:48]2[CH2:54][CH2:53][CH2:52][CH2:51][C:50]3[CH:55]=[CH:56][CH:57]=[CH:58][C:49]2=3)=[O:47])=[CH:42][C:41]=1[CH3:59]. Product: [C:1]([O:5][C:6](=[O:20])[CH2:7][N:8]1[C:17]2[C:12](=[C:13]([F:18])[CH:14]=[CH:15][CH:16]=2)[N:11]([C:25](=[O:24])[NH:38][CH2:39][C:40]2[CH:45]=[CH:44][C:43]([C:46]([N:48]3[CH2:54][CH2:53][CH2:52][CH2:51][C:50]4[CH:55]=[CH:56][CH:57]=[CH:58][C:49]3=4)=[O:47])=[CH:42][C:41]=2[CH3:59])[CH2:10][C:9]1=[O:19])([CH3:4])([CH3:2])[CH3:3]. The catalyst class is: 247. (9) Reactant: Cl[C:2]1[N:7]=[C:6]2[S:8][CH:9]=[C:10]([C:11]3[CH:16]=[CH:15][CH:14]=[CH:13][CH:12]=3)[C:5]2=[C:4]([NH:17][CH2:18][C:19]2[CH:24]=[CH:23][CH:22]=[CH:21][N:20]=2)[CH:3]=1.[CH2:25]([CH2:27][NH2:28])[OH:26]. Product: [C:11]1([C:10]2[C:5]3[C:6](=[N:7][C:2]([NH:28][CH2:27][CH2:25][OH:26])=[CH:3][C:4]=3[NH:17][CH2:18][C:19]3[CH:24]=[CH:23][CH:22]=[CH:21][N:20]=3)[S:8][CH:9]=2)[CH:16]=[CH:15][CH:14]=[CH:13][CH:12]=1. The catalyst class is: 2.